From a dataset of Forward reaction prediction with 1.9M reactions from USPTO patents (1976-2016). Predict the product of the given reaction. (1) Given the reactants [Br:1][C:2]1[CH:3]=[C:4]([CH:8]2[CH2:11][C:10](=O)[CH2:9]2)[CH:5]=[CH:6][CH:7]=1.[CH3:13][O:14][C:15](=[O:36])[CH:16]=P(C1C=CC=CC=1)(C1C=CC=CC=1)C1C=CC=CC=1, predict the reaction product. The product is: [CH3:13][O:14][C:15](=[O:36])[CH:16]=[C:10]1[CH2:11][CH:8]([C:4]2[CH:5]=[CH:6][CH:7]=[C:2]([Br:1])[CH:3]=2)[CH2:9]1. (2) Given the reactants [CH2:1]1[CH2:11]CN2C(=NCCC2)C[CH2:2]1.[Cl:12][C:13]1[CH:14]=[C:15]([CH2:19][CH:20]([OH:39])/[CH:21]=[CH:22]/[C@H:23]2[CH2:28][CH2:27][CH2:26][C:25](=[O:29])[N:24]2[CH2:30][C:31]#[C:32][CH2:33][O:34][CH2:35][C:36]([OH:38])=[O:37])[CH:16]=[CH:17][CH:18]=1.IC(C)C, predict the reaction product. The product is: [CH:1]([O:37][C:36](=[O:38])[CH2:35][O:34][CH2:33][C:32]#[C:31][CH2:30][N:24]1[C:25](=[O:29])[CH2:26][CH2:27][CH2:28][C@@H:23]1/[CH:22]=[CH:21]/[CH:20]([OH:39])[CH2:19][C:15]1[CH:16]=[CH:17][CH:18]=[C:13]([Cl:12])[CH:14]=1)([CH3:11])[CH3:2]. (3) Given the reactants [Cl:1][C:2]1[CH:3]=[C:4]([CH2:9][C:10]([OH:12])=O)[CH:5]=[CH:6][C:7]=1[Cl:8].C(N1C=CN=C1)(N1C=CN=C1)=O.Cl.[NH2:26][CH2:27][C:28]1[CH:37]=[CH:36][CH:35]=[C:34]2[C:29]=1[C:30](=[O:47])[N:31]([CH:39]1[CH2:44][CH2:43][C:42](=[O:45])[NH:41][C:40]1=[O:46])[C:32]([CH3:38])=[N:33]2, predict the reaction product. The product is: [Cl:1][C:2]1[CH:3]=[C:4]([CH2:9][C:10]([NH:26][CH2:27][C:28]2[CH:37]=[CH:36][CH:35]=[C:34]3[C:29]=2[C:30](=[O:47])[N:31]([CH:39]2[CH2:44][CH2:43][C:42](=[O:45])[NH:41][C:40]2=[O:46])[C:32]([CH3:38])=[N:33]3)=[O:12])[CH:5]=[CH:6][C:7]=1[Cl:8]. (4) Given the reactants Br[C:2]1[C:3]([NH:13][CH2:14][CH:15]=[CH2:16])=[CH:4][C:5]([Cl:12])=[N:6][C:7]=1[C:8]([O:10][CH3:11])=[O:9].C([O-])(=O)C.[Na+], predict the reaction product. The product is: [Cl:12][C:5]1[N:6]=[C:7]([C:8]([O:10][CH3:11])=[O:9])[C:2]2[C:15]([CH3:16])=[CH:14][NH:13][C:3]=2[CH:4]=1. (5) The product is: [F:1][C:2]1[CH:7]=[C:6]([CH3:8])[CH:5]=[CH:4][C:3]=1[NH:9][C:10]1[C:19]2[C:14](=[CH:15][C:16]([N:20]3[CH2:21][CH2:22][N:23]([CH2:29][CH2:28][OH:30])[CH2:24][CH2:25]3)=[CH:17][CH:18]=2)[N:13]=[N:12][C:11]=1[C:26]#[N:27]. Given the reactants [F:1][C:2]1[CH:7]=[C:6]([CH3:8])[CH:5]=[CH:4][C:3]=1[NH:9][C:10]1[C:19]2[C:14](=[CH:15][C:16]([N:20]3[CH2:25][CH2:24][NH:23][CH2:22][CH2:21]3)=[CH:17][CH:18]=2)[N:13]=[N:12][C:11]=1[C:26]#[N:27].[C:28](O)(=[O:30])[CH3:29].[Si](OCC=O)(C(C)(C)C)(C)C.C([BH3-])#N.[Na+].Cl, predict the reaction product. (6) Given the reactants [OH:1][C:2]1[N:6]([CH3:7])[N:5]=[C:4]([C:8]([F:11])([F:10])[F:9])[CH:3]=1.[C:12](=[O:15])([O-])[O-].[K+].[K+].C=O.[CH:20](Br)([CH3:22])[CH3:21], predict the reaction product. The product is: [OH:15][CH2:12][C:3]1[C:4]([C:8]([F:11])([F:10])[F:9])=[N:5][N:6]([CH3:7])[C:2]=1[O:1][CH:20]([CH3:22])[CH3:21]. (7) Given the reactants Cl[C:2]1[N:7]=[C:6]([O:8][C:9]2[CH:14]=[CH:13][C:12]([N+:15]([O-:17])=[O:16])=[CH:11][CH:10]=2)[C:5]([C:18]([F:21])([F:20])[F:19])=[CH:4][N:3]=1.[CH2:22]([O:29][C:30](=[O:40])[C:31]1[CH:36]=[CH:35][C:34]([NH2:37])=[C:33]([O:38][CH3:39])[CH:32]=1)[C:23]1[CH:28]=[CH:27][CH:26]=[CH:25][CH:24]=1.C[Si](Cl)(C)C, predict the reaction product. The product is: [CH2:22]([O:29][C:30](=[O:40])[C:31]1[CH:36]=[CH:35][C:34]([NH:37][C:2]2[N:7]=[C:6]([O:8][C:9]3[CH:14]=[CH:13][C:12]([N+:15]([O-:17])=[O:16])=[CH:11][CH:10]=3)[C:5]([C:18]([F:21])([F:20])[F:19])=[CH:4][N:3]=2)=[C:33]([O:38][CH3:39])[CH:32]=1)[C:23]1[CH:24]=[CH:25][CH:26]=[CH:27][CH:28]=1. (8) Given the reactants [CH2:1]([O:5][C:6]([C:8]1[N:9]=[C:10](O)[C:11]2[C:16]([C:17]=1[OH:18])=[CH:15][C:14]([O:19][C:20]1[CH:25]=[CH:24][C:23]([F:26])=[CH:22][CH:21]=1)=[CH:13][CH:12]=2)=[O:7])[CH2:2][CH2:3][CH3:4].P(Br)(Br)([Br:30])=O, predict the reaction product. The product is: [CH2:1]([O:5][C:6]([C:8]1[N:9]=[C:10]([Br:30])[C:11]2[C:16]([C:17]=1[OH:18])=[CH:15][C:14]([O:19][C:20]1[CH:25]=[CH:24][C:23]([F:26])=[CH:22][CH:21]=1)=[CH:13][CH:12]=2)=[O:7])[CH2:2][CH2:3][CH3:4]. (9) Given the reactants CC1C=CC(S(O[CH2:12][CH:13]2[CH2:22][CH2:21][C:20]3[C:15](=[CH:16][C:17]([S:23]([CH3:26])(=[O:25])=[O:24])=[CH:18][CH:19]=3)[O:14]2)(=O)=O)=CC=1.[NH:27]1[CH2:31][CH2:30][CH2:29][CH2:28]1, predict the reaction product. The product is: [CH3:26][S:23]([C:17]1[CH:16]=[C:15]2[C:20]([CH2:21][CH2:22][CH:13]([CH2:12][N:27]3[CH2:31][CH2:30][CH2:29][CH2:28]3)[O:14]2)=[CH:19][CH:18]=1)(=[O:24])=[O:25].